Dataset: Full USPTO retrosynthesis dataset with 1.9M reactions from patents (1976-2016). Task: Predict the reactants needed to synthesize the given product. (1) Given the product [C:11]([C:15]1[CH:19]=[C:18]([C:20]([O:22][CH2:23][CH3:24])=[O:21])[N:17]([C:4]2[CH:5]=[CH:6][CH:7]=[C:2]([F:1])[CH:3]=2)[N:16]=1)([CH3:14])([CH3:12])[CH3:13], predict the reactants needed to synthesize it. The reactants are: [F:1][C:2]1[CH:3]=[C:4](B(O)O)[CH:5]=[CH:6][CH:7]=1.[C:11]([C:15]1[CH:19]=[C:18]([C:20]([O:22][CH2:23][CH3:24])=[O:21])[NH:17][N:16]=1)([CH3:14])([CH3:13])[CH3:12].N1C=CC=CC=1. (2) Given the product [C:2]([NH:8][C@@H:9]([C:14]([OH:16])=[O:15])[C@H:10]([CH2:12][CH3:13])[CH3:11])(=[O:3])[NH2:1], predict the reactants needed to synthesize it. The reactants are: [NH:1]1CC(=O)N[C:2]1=[O:3].[NH2:8][C@H:9]([C:14]([OH:16])=[O:15])[C@H:10]([CH2:12][CH3:13])[CH3:11].N1CC(=O)NC1=O.N[C@@H](C(O)=O)[C@H](CC)C.